Dataset: Forward reaction prediction with 1.9M reactions from USPTO patents (1976-2016). Task: Predict the product of the given reaction. (1) Given the reactants [Cl:1][C:2]1[N:7]=[C:6]([C:8]2[CH:9]=[C:10]([CH:21]=[CH:22][CH:23]=2)[CH2:11][NH:12][CH2:13][CH2:14][C:15]2[CH:16]=[N:17][CH:18]=[CH:19][CH:20]=2)[CH:5]=[CH:4][N:3]=1.[CH3:24][S:25](Cl)(=[O:27])=[O:26], predict the reaction product. The product is: [Cl:1][C:2]1[N:7]=[C:6]([C:8]2[CH:9]=[C:10]([CH:21]=[CH:22][CH:23]=2)[CH2:11][N:12]([CH2:13][CH2:14][C:15]2[CH:16]=[N:17][CH:18]=[CH:19][CH:20]=2)[S:25]([CH3:24])(=[O:27])=[O:26])[CH:5]=[CH:4][N:3]=1. (2) Given the reactants Br[C:2]1[CH:7]=[CH:6][C:5]([Br:8])=[CH:4][CH:3]=1.CC(C)([O-])C.[Na+].[C:15]([N:18]1[CH2:24][CH2:23][CH2:22][NH:21][CH2:20][CH2:19]1)(=[O:17])[CH3:16], predict the reaction product. The product is: [C:15]([N:18]1[CH2:24][CH2:23][CH2:22][N:21]([C:2]2[CH:7]=[CH:6][C:5]([Br:8])=[CH:4][CH:3]=2)[CH2:20][CH2:19]1)(=[O:17])[CH3:16]. (3) Given the reactants [CH3:1][N:2]1[CH:11]=[C:10]2[C:4]([C:5](=[O:14])[CH2:6][CH2:7][NH:8][S:9]2(=[O:13])=[O:12])=[CH:3]1.Cl[CH2:16][CH2:17][CH2:18][N:19]1[CH2:24][CH2:23][N:22]([C:25]2[CH:30]=[CH:29][C:28]([F:31])=[CH:27][CH:26]=2)[CH2:21][CH2:20]1.C(=O)([O-])[O-].[K+].[K+], predict the reaction product. The product is: [F:31][C:28]1[CH:27]=[CH:26][C:25]([N:22]2[CH2:21][CH2:20][N:19]([CH2:18][CH2:17][CH2:16][N:8]3[CH2:7][CH2:6][C:5](=[O:14])[C:4]4=[CH:3][N:2]([CH3:1])[CH:11]=[C:10]4[S:9]3(=[O:13])=[O:12])[CH2:24][CH2:23]2)=[CH:30][CH:29]=1.